The task is: Regression. Given a peptide amino acid sequence and an MHC pseudo amino acid sequence, predict their binding affinity value. This is MHC class II binding data.. This data is from Peptide-MHC class II binding affinity with 134,281 pairs from IEDB. (1) The peptide sequence is KRIVKLVNDVGAVVN. The MHC is HLA-DPA10103-DPB10401 with pseudo-sequence HLA-DPA10103-DPB10401. The binding affinity (normalized) is 0.159. (2) The peptide sequence is DHGGACGYKDVDKPP. The MHC is DRB1_1501 with pseudo-sequence DRB1_1501. The binding affinity (normalized) is 0.0406. (3) The peptide sequence is LSPLSNMVSMANNHM. The MHC is DRB1_0404 with pseudo-sequence DRB1_0404. The binding affinity (normalized) is 0.789. (4) The peptide sequence is VLEWRFDSRLAFHHV. The binding affinity (normalized) is 0.176. The MHC is HLA-DQA10501-DQB10201 with pseudo-sequence HLA-DQA10501-DQB10201. (5) The peptide sequence is GELQIVDKIDAAFNI. The MHC is DRB1_1101 with pseudo-sequence DRB1_1101. The binding affinity (normalized) is 0.674. (6) The peptide sequence is WPQQQPFPQPQQPFCQQPQR. The MHC is HLA-DPA10301-DPB10402 with pseudo-sequence HLA-DPA10301-DPB10402. The binding affinity (normalized) is 0.142. (7) The peptide sequence is TGNIVASVNMVSRLL. The MHC is DRB1_1302 with pseudo-sequence DRB1_1302. The binding affinity (normalized) is 0.912.